This data is from Forward reaction prediction with 1.9M reactions from USPTO patents (1976-2016). The task is: Predict the product of the given reaction. (1) Given the reactants [OH:1][C:2]1[CH:3]=[C:4]([C:17]([O:19][CH3:20])=[O:18])[N:5]([CH2:7][C:8]2[C:13]([CH3:14])=[CH:12][C:11](C)=[CH:10][C:9]=2[CH3:16])[N:6]=1.C([O-])([O-])=O.[K+].[K+].[CH2:27](Br)[C:28]1[CH:33]=[CH:32][CH:31]=[CH:30][CH:29]=1, predict the reaction product. The product is: [CH2:27]([O:1][C:2]1[CH:3]=[C:4]([C:17]([O:19][CH3:20])=[O:18])[N:5]([CH2:7][C:8]2[C:9]([CH3:16])=[CH:10][CH:11]=[CH:12][C:13]=2[CH3:14])[N:6]=1)[C:28]1[CH:33]=[CH:32][CH:31]=[CH:30][CH:29]=1. (2) Given the reactants [CH2:1]=[CH:2][CH:3]=[CH2:4].[CH2:6]=[CH:6][C:7]1[CH:12]=[CH:12][CH:7]=[CH:8][CH:8]=1.[CH3:13]N(C)CCN(C)C, predict the reaction product. The product is: [CH3:1][C:2]1[CH:8]=[C:7]([CH3:12])[CH:6]=[C:4]([CH3:13])[CH:3]=1. (3) Given the reactants [N+:1]([C:4]1[CH:5]=[C:6]2[C:10](=[CH:11][CH:12]=1)[NH:9][C:8](=[O:13])[C:7]2=[CH:14][C:15]1[NH:16][CH:17]=[C:18]([C:20]([CH3:28])([CH3:27])[NH:21][C:22]([O:24][CH2:25][CH3:26])=[O:23])[CH:19]=1)([O-])=O.O.O.[Sn](Cl)Cl, predict the reaction product. The product is: [NH2:1][C:4]1[CH:5]=[C:6]2[C:10](=[CH:11][CH:12]=1)[NH:9][C:8](=[O:13])[C:7]2=[CH:14][C:15]1[NH:16][CH:17]=[C:18]([C:20]([CH3:27])([CH3:28])[NH:21][C:22]([O:24][CH2:25][CH3:26])=[O:23])[CH:19]=1. (4) Given the reactants [Cl:1][C:2]1[CH:3]=[C:4]([CH:8]=[CH:9][C:10]=1[O:11][C:12]([F:15])([F:14])[F:13])[C:5]([OH:7])=O.COC1C=CC(C2O[N:27]=[C:26]([C:29]3[CH:34]=[CH:33][C:32]([CH2:35][N:36]4[CH:40]=[CH:39][C:38]([C:41]([O-:43])=[O:42])=[N:37]4)=[CH:31][CH:30]=3)[N:25]=2)=CC=1C(F)(F)F.[Na+:48], predict the reaction product. The product is: [Cl:1][C:2]1[CH:3]=[C:4]([C:5]2[O:7][N:25]=[C:26]([C:29]3[CH:30]=[CH:31][C:32]([CH2:35][N:36]4[CH:40]=[CH:39][C:38]([C:41]([O-:43])=[O:42])=[N:37]4)=[CH:33][CH:34]=3)[N:27]=2)[CH:8]=[CH:9][C:10]=1[O:11][C:12]([F:15])([F:14])[F:13].[Na+:48]. (5) Given the reactants [Cl:1][C:2]1[CH:3]=[C:4]([CH:7]=[C:8]([C:10]([F:13])([F:12])[F:11])[CH:9]=1)[C:5]#[N:6].C(N)(=[S:16])C.Cl.C([O-])(O)=O.[Na+], predict the reaction product. The product is: [Cl:1][C:2]1[CH:3]=[C:4]([CH:7]=[C:8]([C:10]([F:11])([F:12])[F:13])[CH:9]=1)[C:5](=[S:16])[NH2:6]. (6) The product is: [NH2:31][C:17]1[N:16]=[C:15]([S:12]([NH:11][C:9]([C:8]2[C:7]([C:24]3[CH2:25][CH2:26][CH2:27][CH2:28][CH:29]=3)=[N:6][C:5]([C:1]([CH3:3])([CH3:2])[CH3:4])=[CH:23][CH:22]=2)=[O:10])(=[O:13])=[O:14])[CH:20]=[CH:19][CH:18]=1. Given the reactants [C:1]([C:5]1[CH:23]=[CH:22][C:8]([C:9]([NH:11][S:12]([C:15]2[CH:20]=[CH:19][CH:18]=[C:17](F)[N:16]=2)(=[O:14])=[O:13])=[O:10])=[C:7]([CH:24]2[CH2:29][CH2:28][CH2:27][CH2:26][CH2:25]2)[N:6]=1)([CH3:4])([CH3:3])[CH3:2].[OH-].[NH4+:31], predict the reaction product.